Dataset: Forward reaction prediction with 1.9M reactions from USPTO patents (1976-2016). Task: Predict the product of the given reaction. Given the reactants C[O:2][C:3]([C:5]1[CH:6]=[C:7]([CH2:11][CH2:12][CH2:13][CH2:14][C@H:15]([NH:18][C:19](=[O:40])[C@H:20]([CH2:32][C:33]2[CH:38]=[CH:37][CH:36]=[C:35]([CH3:39])[CH:34]=2)[NH:21][C:22]2[CH:23]=[C:24]3[C:28](=[CH:29][CH:30]=2)[CH2:27][O:26][C:25]3=[O:31])[C:16]#[N:17])[CH:8]=[CH:9][CH:10]=1)=[O:4].N#N.[Li+].[I-], predict the reaction product. The product is: [C:3]([C:5]1[CH:6]=[C:7]([CH2:11][CH2:12][CH2:13][CH2:14][C@H:15]([NH:18][C:19](=[O:40])[C@H:20]([CH2:32][C:33]2[CH:38]=[CH:37][CH:36]=[C:35]([CH3:39])[CH:34]=2)[NH:21][C:22]2[CH:23]=[C:24]3[C:28](=[CH:29][CH:30]=2)[CH2:27][O:26][C:25]3=[O:31])[C:16]#[N:17])[CH:8]=[CH:9][CH:10]=1)([OH:4])=[O:2].